This data is from Reaction yield outcomes from USPTO patents with 853,638 reactions. The task is: Predict the reaction yield, written as a fraction of the theoretical maximum amount of product (1.0 means a 100% yield; for example, 0.34 means a 34% yield). The reactants are C(=O)([O-])[O-].[K+].[K+].Cl.[NH2:8][OH:9].[N:10]1[CH:15]=[CH:14][CH:13]=[CH:12][C:11]=1[S:16](Cl)(=[O:18])=[O:17].S(Cl)(Cl)(=O)=O. The catalyst is O.CO.O1CCCC1. The product is [OH:9][NH:8][S:16]([C:11]1[CH:12]=[CH:13][CH:14]=[CH:15][N:10]=1)(=[O:18])=[O:17]. The yield is 0.310.